From a dataset of Rat liver microsome stability data. Regression/Classification. Given a drug SMILES string, predict its absorption, distribution, metabolism, or excretion properties. Task type varies by dataset: regression for continuous measurements (e.g., permeability, clearance, half-life) or binary classification for categorical outcomes (e.g., BBB penetration, CYP inhibition). Dataset: rlm. (1) The compound is CC(CF)N1CCc2nc(-c3cccc(OCC(=O)NC(C)(C)C)c3)nc(Nc3ccc(-c4cn[nH]c4)cc3)c2C1. The result is 0 (unstable in rat liver microsomes). (2) The result is 0 (unstable in rat liver microsomes). The drug is CCCCSC[C@H]([C@H](C)O)n1cnc2c(N)ncnc21. (3) The molecule is COc1ccc(OCc2ccc(-c3nc(C#N)c(NC(C)c4ccccc4)o3)o2)cc1. The result is 1 (stable in rat liver microsomes).